From a dataset of Peptide-MHC class I binding affinity with 185,985 pairs from IEDB/IMGT. Regression. Given a peptide amino acid sequence and an MHC pseudo amino acid sequence, predict their binding affinity value. This is MHC class I binding data. (1) The peptide sequence is KLADMSIYC. The MHC is HLA-A02:11 with pseudo-sequence HLA-A02:11. The binding affinity (normalized) is 1.00. (2) The peptide sequence is MSHLKVALY. The MHC is HLA-A33:01 with pseudo-sequence HLA-A33:01. The binding affinity (normalized) is 0.0941. (3) The peptide sequence is RYSHWTKL. The MHC is HLA-B08:01 with pseudo-sequence HLA-B08:01. The binding affinity (normalized) is 0.0847.